Dataset: Forward reaction prediction with 1.9M reactions from USPTO patents (1976-2016). Task: Predict the product of the given reaction. (1) Given the reactants [F:1][C:2]1[CH:3]=[CH:4][C:5]2[N:9]=[CH:8][N:7]([C:10]3[N:18]=[C:17]4[C:13]([NH:14][C:15](=[O:26])[N:16]4[C@H:19]4[CH2:24][CH2:23][C@H:22]([OH:25])[CH2:21][CH2:20]4)=[CH:12][N:11]=3)[C:6]=2[CH:27]=1.[CH3:28][C:29]([O:32][C:33](O[C:33]([O:32][C:29]([CH3:31])([CH3:30])[CH3:28])=[O:34])=[O:34])([CH3:31])[CH3:30].[CH2:43](N(CC)CC)C.[H-].[Na+], predict the reaction product. The product is: [F:1][C:2]1[CH:3]=[CH:4][C:5]2[N:9]=[CH:8][N:7]([C:10]3[N:18]=[C:17]4[C:13]([N:14]([C:33]([O:32][C:29]([CH3:31])([CH3:30])[CH3:28])=[O:34])[C:15](=[O:26])[N:16]4[C@H:19]4[CH2:20][CH2:21][C@H:22]([O:25][CH3:43])[CH2:23][CH2:24]4)=[CH:12][N:11]=3)[C:6]=2[CH:27]=1. (2) Given the reactants CC1(C)C(C)(C)OB([C:9]2[CH:18]=[C:17]3[C:12]([CH:13]=[C:14]([NH2:19])[N:15]=[CH:16]3)=[CH:11][CH:10]=2)O1.Br[C:22]1[C:23]([CH3:34])=[CH:24][C:25]([CH:28]([OH:33])[C:29]([F:32])([F:31])[F:30])=[N:26][CH:27]=1.C(=O)([O-])[O-].[Na+].[Na+], predict the reaction product. The product is: [NH2:19][C:14]1[N:15]=[CH:16][C:17]2[C:12]([CH:13]=1)=[CH:11][CH:10]=[C:9]([C:22]1[C:23]([CH3:34])=[CH:24][C:25]([CH:28]([OH:33])[C:29]([F:31])([F:30])[F:32])=[N:26][CH:27]=1)[CH:18]=2. (3) Given the reactants [CH3:1][C:2]1[N:7]=[CH:6][C:5]([O:8][C:9]([CH3:16])([CH3:15])[C:10]([O:12]CC)=[O:11])=[CH:4][CH:3]=1.[OH-].[K+].C(O)=O, predict the reaction product. The product is: [CH3:1][C:2]1[N:7]=[CH:6][C:5]([O:8][C:9]([CH3:16])([CH3:15])[C:10]([OH:12])=[O:11])=[CH:4][CH:3]=1. (4) The product is: [C:37]([N:40]1[CH2:41][CH2:42][CH:43]([C:46]([N:28]2[CH2:29][CH2:30][C@H:25]([NH:24][CH2:23][C:14]3[CH:13]=[C:12]([C:5]4[CH:6]=[CH:7][C:8]([C:10]#[N:11])=[CH:9][C:4]=4[F:3])[CH:17]=[CH:16][C:15]=3[O:18][C:19]([F:21])([F:22])[F:20])[C@H:26]([C:31]3[CH:32]=[CH:33][CH:34]=[CH:35][CH:36]=3)[CH2:27]2)=[O:47])[CH2:44][CH2:45]1)(=[O:39])[CH3:38]. Given the reactants Cl.Cl.[F:3][C:4]1[CH:9]=[C:8]([C:10]#[N:11])[CH:7]=[CH:6][C:5]=1[C:12]1[CH:17]=[CH:16][C:15]([O:18][C:19]([F:22])([F:21])[F:20])=[C:14]([CH2:23][NH:24][C@H:25]2[CH2:30][CH2:29][NH:28][CH2:27][C@H:26]2[C:31]2[CH:36]=[CH:35][CH:34]=[CH:33][CH:32]=2)[CH:13]=1.[C:37]([N:40]1[CH2:45][CH2:44][CH:43]([C:46](O)=[O:47])[CH2:42][CH2:41]1)(=[O:39])[CH3:38].CCN=C=NCCCN(C)C.Cl.C1C=CC2N(O)N=NC=2C=1, predict the reaction product. (5) Given the reactants C1OCCOCCOCCOCCOCCOC1.[K].[CH3:20][O:21][C:22]([C:24]1[C:32]2[C:27](=[CH:28][C:29]([N:33]3[CH2:38][CH2:37][CH:36]([OH:39])[CH2:35][CH2:34]3)=[CH:30][CH:31]=2)[N:26]([CH3:40])[CH:25]=1)=[O:23].Br[CH2:42][C:43]1[C:44]([C:51]2[C:56]([Cl:57])=[CH:55][CH:54]=[CH:53][C:52]=2[Cl:58])=[N:45][O:46][C:47]=1[CH:48]1[CH2:50][CH2:49]1.[NH4+].[Cl-], predict the reaction product. The product is: [CH3:20][O:21][C:22]([C:24]1[C:32]2[C:27](=[CH:28][C:29]([N:33]3[CH2:38][CH2:37][CH:36]([O:39][CH2:42][C:43]4[C:44]([C:51]5[C:52]([Cl:58])=[CH:53][CH:54]=[CH:55][C:56]=5[Cl:57])=[N:45][O:46][C:47]=4[CH:48]4[CH2:50][CH2:49]4)[CH2:35][CH2:34]3)=[CH:30][CH:31]=2)[N:26]([CH3:40])[CH:25]=1)=[O:23]. (6) Given the reactants [O:1]=[C:2]1[C:11]2[C:6](=[CH:7][CH:8]=[CH:9][CH:10]=2)[C:5]([C:12]([OH:14])=[O:13])=[N:4][NH:3]1.OS(O)(=O)=O.[CH3:20][CH2:21]O, predict the reaction product. The product is: [O:1]=[C:2]1[C:11]2[C:6](=[CH:7][CH:8]=[CH:9][CH:10]=2)[C:5]([C:12]([O:14][CH2:20][CH3:21])=[O:13])=[N:4][NH:3]1. (7) The product is: [OH:14][C:3]12[CH2:9][CH:7]3[CH2:6][CH:5]([CH2:10][C:1]([C:11]([OH:13])=[O:12])([CH2:8]3)[CH2:2]1)[CH2:4]2. Given the reactants [C:1]12([C:11]([OH:13])=[O:12])[CH2:10][CH:5]3[CH2:6][CH:7]([CH2:9][CH:3]([CH2:4]3)[CH2:2]1)[CH2:8]2.[O:14]=O, predict the reaction product.